This data is from NCI-60 drug combinations with 297,098 pairs across 59 cell lines. The task is: Regression. Given two drug SMILES strings and cell line genomic features, predict the synergy score measuring deviation from expected non-interaction effect. (1) Drug 1: C1=NC2=C(N=C(N=C2N1C3C(C(C(O3)CO)O)O)F)N. Drug 2: CCC1=C2CN3C(=CC4=C(C3=O)COC(=O)C4(CC)O)C2=NC5=C1C=C(C=C5)O. Cell line: NCI-H460. Synergy scores: CSS=13.7, Synergy_ZIP=-6.24, Synergy_Bliss=-2.50, Synergy_Loewe=-58.3, Synergy_HSA=-3.51. (2) Drug 1: C1CC(=O)NC(=O)C1N2CC3=C(C2=O)C=CC=C3N. Drug 2: C1CN(P(=O)(OC1)NCCCl)CCCl. Cell line: HL-60(TB). Synergy scores: CSS=6.14, Synergy_ZIP=-1.51, Synergy_Bliss=-1.89, Synergy_Loewe=-4.50, Synergy_HSA=-3.88. (3) Drug 1: CC1C(C(CC(O1)OC2CC(CC3=C2C(=C4C(=C3O)C(=O)C5=C(C4=O)C(=CC=C5)OC)O)(C(=O)C)O)N)O.Cl. Drug 2: COC1=C2C(=CC3=C1OC=C3)C=CC(=O)O2. Cell line: M14. Synergy scores: CSS=7.08, Synergy_ZIP=-1.32, Synergy_Bliss=1.74, Synergy_Loewe=-11.1, Synergy_HSA=-1.85. (4) Drug 1: CN(C)C1=NC(=NC(=N1)N(C)C)N(C)C. Drug 2: CC12CCC3C(C1CCC2OP(=O)(O)O)CCC4=C3C=CC(=C4)OC(=O)N(CCCl)CCCl.[Na+]. Cell line: SK-MEL-28. Synergy scores: CSS=-4.51, Synergy_ZIP=0.272, Synergy_Bliss=-2.59, Synergy_Loewe=-9.86, Synergy_HSA=-6.93. (5) Drug 1: COC1=C(C=C2C(=C1)N=CN=C2NC3=CC(=C(C=C3)F)Cl)OCCCN4CCOCC4. Drug 2: CCC1=C2CN3C(=CC4=C(C3=O)COC(=O)C4(CC)O)C2=NC5=C1C=C(C=C5)O. Cell line: NCI-H460. Synergy scores: CSS=47.3, Synergy_ZIP=2.69, Synergy_Bliss=4.35, Synergy_Loewe=3.92, Synergy_HSA=7.26. (6) Drug 1: C1=NC(=NC(=O)N1C2C(C(C(O2)CO)O)O)N. Drug 2: C(CN)CNCCSP(=O)(O)O. Cell line: CAKI-1. Synergy scores: CSS=31.1, Synergy_ZIP=0.616, Synergy_Bliss=-0.671, Synergy_Loewe=-12.7, Synergy_HSA=-1.63. (7) Drug 1: C1=C(C(=O)NC(=O)N1)F. Drug 2: C1CN1P(=S)(N2CC2)N3CC3. Cell line: NCI/ADR-RES. Synergy scores: CSS=34.6, Synergy_ZIP=-9.65, Synergy_Bliss=-6.30, Synergy_Loewe=-2.08, Synergy_HSA=-1.20. (8) Drug 1: COC1=C(C=C2C(=C1)N=CN=C2NC3=CC(=C(C=C3)F)Cl)OCCCN4CCOCC4. Drug 2: C1=C(C(=O)NC(=O)N1)F. Cell line: U251. Synergy scores: CSS=44.4, Synergy_ZIP=-4.24, Synergy_Bliss=-4.89, Synergy_Loewe=-1.52, Synergy_HSA=-0.616. (9) Cell line: A549. Synergy scores: CSS=6.66, Synergy_ZIP=-3.05, Synergy_Bliss=-1.41, Synergy_Loewe=-14.5, Synergy_HSA=-3.15. Drug 2: CNC(=O)C1=NC=CC(=C1)OC2=CC=C(C=C2)NC(=O)NC3=CC(=C(C=C3)Cl)C(F)(F)F. Drug 1: CCC1=C2CN3C(=CC4=C(C3=O)COC(=O)C4(CC)O)C2=NC5=C1C=C(C=C5)O.